The task is: Binary Classification. Given a miRNA mature sequence and a target amino acid sequence, predict their likelihood of interaction.. This data is from Experimentally validated miRNA-target interactions with 360,000+ pairs, plus equal number of negative samples. (1) The miRNA is hsa-miR-597-3p with sequence UGGUUCUCUUGUGGCUCAAGCGU. The protein sequence of the target gene is MESVSCSAAAVRTGDMESQRDLSLVPERLQRREQERQLEVERRKQKRQNQEVEKENSHFFVATFVRERAAVEELLERAESVERLEEAASRLQGLQKLINDSVFFLAAYDLRQGQEALARLQAALAERRRGLQPKKRFAFKTRGKDAASSTKVDAAPGIPPAVESIQDSPLPKKAEGDLGPSWVCGFSNLESQVLEKRASELHQRDVLLTELSNCTVRLYGNPNTLRLTKAHSCKLLCGPVSTSVFLEDCSDCVLAVACQQLRIHSTKDTRIFLQVTSRAIVEDCSGIQFAPYTWSYPEID.... Result: 0 (no interaction). (2) The miRNA is hsa-miR-6511a-5p with sequence CAGGCAGAAGUGGGGCUGACAGG. The protein sequence of the target gene is MARNCSECKEKRAAHILCTYCNRWLCSSCTEEHRHSPVPGGPFFPRAQKGSPGVNGGPGDFTLYCPLHTQEVLKLFCETCDMLTCHSCLVVEHKEHRCRHVEEVLQNQRMLLEGVTTQVAHKKSSLQTSAKQIEDRIFEVKHQHRKVENQIKMAKMVLMNELNKQANGLIEELEGITNERKRKLEQQLQSIMVLNRQFEHVQNFINWAVCSKTSVPFLFSKELIVFQMQRLLETSCNTDPGSPWSIRFTWEPNFWTKQLASLGCITTEGGQMSRADAPAYGGLQGSSPFYQSHQSPVAQQ.... Result: 1 (interaction).